From a dataset of Forward reaction prediction with 1.9M reactions from USPTO patents (1976-2016). Predict the product of the given reaction. Given the reactants [NH:1]1[C:9]2[C:4](=[CH:5][CH:6]=[CH:7][N:8]=2)[CH:3]=[CH:2]1.[OH-].[Na+].[C:12]1([S:18](Cl)(=[O:20])=[O:19])[CH:17]=[CH:16][CH:15]=[CH:14][CH:13]=1, predict the reaction product. The product is: [C:12]1([S:18]([N:1]2[C:9]3=[N:8][CH:7]=[CH:6][CH:5]=[C:4]3[CH:3]=[CH:2]2)(=[O:20])=[O:19])[CH:17]=[CH:16][CH:15]=[CH:14][CH:13]=1.